Dataset: Catalyst prediction with 721,799 reactions and 888 catalyst types from USPTO. Task: Predict which catalyst facilitates the given reaction. Reactant: Cl.[C:2]1([C:8]2[CH:14]=[CH:13][C:12]([C:15]3[CH:20]=[CH:19][CH:18]=[CH:17][CH:16]=3)=[CH:11][C:9]=2N)[CH:7]=[CH:6][CH:5]=[CH:4][CH:3]=1.N([O-])=O.[Na+].[I-:25].[K+].S(S([O-])=O)(O)=O.[Na+]. Product: [C:2]1([C:8]2[CH:14]=[CH:13][C:12]([C:15]3[CH:20]=[CH:19][CH:18]=[CH:17][CH:16]=3)=[CH:11][C:9]=2[I:25])[CH:7]=[CH:6][CH:5]=[CH:4][CH:3]=1. The catalyst class is: 2.